From a dataset of Forward reaction prediction with 1.9M reactions from USPTO patents (1976-2016). Predict the product of the given reaction. (1) Given the reactants FC(F)(F)C(O)=O.C(OC(=O)[NH:14][C@@H:15]1[CH2:21][C:20](=[O:22])[C:19]2[CH:23]=[CH:24][CH:25]=[CH:26][C:18]=2[N:17]([CH2:27][C:28]2[CH:33]=[C:32]([C:34]([F:37])([F:36])[F:35])[CH:31]=[C:30]([C:38]([F:41])([F:40])[F:39])[CH:29]=2)[C:16]1=[O:42])(C)(C)C, predict the reaction product. The product is: [NH2:14][C@@H:15]1[CH2:21][C:20](=[O:22])[C:19]2[CH:23]=[CH:24][CH:25]=[CH:26][C:18]=2[N:17]([CH2:27][C:28]2[CH:33]=[C:32]([C:34]([F:36])([F:37])[F:35])[CH:31]=[C:30]([C:38]([F:39])([F:40])[F:41])[CH:29]=2)[C:16]1=[O:42]. (2) Given the reactants [CH:1]([O:4][C:5](=[O:16])[CH2:6][O:7][C:8]1[CH:13]=[CH:12][CH:11]=[C:10]([CH:14]=O)[CH:9]=1)([CH3:3])[CH3:2].Cl.[NH2:18][OH:19].N1C=CC=CC=1, predict the reaction product. The product is: [CH:1]([O:4][C:5](=[O:16])[CH2:6][O:7][C:8]1[CH:13]=[CH:12][CH:11]=[C:10]([CH:14]=[N:18][OH:19])[CH:9]=1)([CH3:3])[CH3:2].